This data is from Reaction yield outcomes from USPTO patents with 853,638 reactions. The task is: Predict the reaction yield, written as a fraction of the theoretical maximum amount of product (1.0 means a 100% yield; for example, 0.34 means a 34% yield). The reactants are [F:1][C:2]1[CH:7]=[C:6]([O:8][CH3:9])[CH:5]=[CH:4][C:3]=1[C:10](=O)[CH2:11][C:12]#[N:13].O.[NH2:16][NH2:17]. The catalyst is C(O)C. The product is [F:1][C:2]1[CH:7]=[C:6]([O:8][CH3:9])[CH:5]=[CH:4][C:3]=1[C:10]1[NH:17][N:16]=[C:12]([NH2:13])[CH:11]=1. The yield is 0.880.